Regression. Given two drug SMILES strings and cell line genomic features, predict the synergy score measuring deviation from expected non-interaction effect. From a dataset of NCI-60 drug combinations with 297,098 pairs across 59 cell lines. (1) Drug 1: C1CN1C2=NC(=NC(=N2)N3CC3)N4CC4. Drug 2: CC1CCCC2(C(O2)CC(NC(=O)CC(C(C(=O)C(C1O)C)(C)C)O)C(=CC3=CSC(=N3)C)C)C. Cell line: UACC62. Synergy scores: CSS=54.1, Synergy_ZIP=-5.45, Synergy_Bliss=-5.96, Synergy_Loewe=-1.24, Synergy_HSA=0.985. (2) Drug 1: C1CCC(C1)C(CC#N)N2C=C(C=N2)C3=C4C=CNC4=NC=N3. Drug 2: C1=NC2=C(N=C(N=C2N1C3C(C(C(O3)CO)O)O)F)N. Cell line: SF-295. Synergy scores: CSS=2.65, Synergy_ZIP=-1.05, Synergy_Bliss=-1.83, Synergy_Loewe=-2.66, Synergy_HSA=-2.18. (3) Drug 1: CCC1(CC2CC(C3=C(CCN(C2)C1)C4=CC=CC=C4N3)(C5=C(C=C6C(=C5)C78CCN9C7C(C=CC9)(C(C(C8N6C=O)(C(=O)OC)O)OC(=O)C)CC)OC)C(=O)OC)O.OS(=O)(=O)O. Drug 2: C1C(C(OC1N2C=NC3=C(N=C(N=C32)Cl)N)CO)O. Cell line: MOLT-4. Synergy scores: CSS=63.8, Synergy_ZIP=-0.247, Synergy_Bliss=0.313, Synergy_Loewe=-4.37, Synergy_HSA=0.773. (4) Drug 1: C1=CC(=C2C(=C1NCCNCCO)C(=O)C3=C(C=CC(=C3C2=O)O)O)NCCNCCO. Drug 2: CC1C(C(CC(O1)OC2CC(OC(C2O)C)OC3=CC4=CC5=C(C(=O)C(C(C5)C(C(=O)C(C(C)O)O)OC)OC6CC(C(C(O6)C)O)OC7CC(C(C(O7)C)O)OC8CC(C(C(O8)C)O)(C)O)C(=C4C(=C3C)O)O)O)O. Cell line: CAKI-1. Synergy scores: CSS=68.9, Synergy_ZIP=6.92, Synergy_Bliss=8.91, Synergy_Loewe=3.90, Synergy_HSA=12.9. (5) Drug 1: C1=CC(=CC=C1CCC2=CNC3=C2C(=O)NC(=N3)N)C(=O)NC(CCC(=O)O)C(=O)O. Drug 2: CCC1(CC2CC(C3=C(CCN(C2)C1)C4=CC=CC=C4N3)(C5=C(C=C6C(=C5)C78CCN9C7C(C=CC9)(C(C(C8N6C)(C(=O)OC)O)OC(=O)C)CC)OC)C(=O)OC)O.OS(=O)(=O)O. Cell line: PC-3. Synergy scores: CSS=51.4, Synergy_ZIP=-2.94, Synergy_Bliss=-3.71, Synergy_Loewe=0.408, Synergy_HSA=1.62.